Dataset: Reaction yield outcomes from USPTO patents with 853,638 reactions. Task: Predict the reaction yield, written as a fraction of the theoretical maximum amount of product (1.0 means a 100% yield; for example, 0.34 means a 34% yield). (1) The reactants are Cl[C:2]1[N:7]=[N:6][C:5]2[O:8][CH2:9][CH2:10][O:11][C:4]=2[CH:3]=1.[CH2:12]([CH2:15]OC)OC. No catalyst specified. The product is [CH:12]([C:2]1[N:7]=[N:6][C:5]2[O:8][CH2:9][CH2:10][O:11][C:4]=2[CH:3]=1)=[CH2:15]. The yield is 0.500. (2) The reactants are [F:1][C:2]1[CH:7]=[CH:6][C:5]([NH:8][C:9]([C:11]2([C:14]([OH:16])=O)[CH2:13][CH2:12]2)=[O:10])=[CH:4][CH:3]=1.[CH3:17][O:18][C:19]1[CH:41]=[CH:40][C:22]([CH2:23][NH:24][C:25]2[CH:30]=[C:29]([O:31][C:32]3[CH:37]=[CH:36][C:35]([NH2:38])=[C:34]([F:39])[CH:33]=3)[CH:28]=[CH:27][N:26]=2)=[CH:21][CH:20]=1.CN(C(ON1N=NC2C=CC=CC1=2)=[N+](C)C)C.[B-](F)(F)(F)F.CCN(C(C)C)C(C)C. The catalyst is CN(C=O)C. The product is [CH3:17][O:18][C:19]1[CH:20]=[CH:21][C:22]([CH2:23][NH:24][C:25]2[CH:30]=[C:29]([O:31][C:32]3[CH:37]=[CH:36][C:35]([NH:38][C:14]([C:11]4([C:9]([NH:8][C:5]5[CH:4]=[CH:3][C:2]([F:1])=[CH:7][CH:6]=5)=[O:10])[CH2:12][CH2:13]4)=[O:16])=[C:34]([F:39])[CH:33]=3)[CH:28]=[CH:27][N:26]=2)=[CH:40][CH:41]=1. The yield is 0.570. (3) The reactants are [C:1]([C:5]1[NH:6][C:7]2[C:12]([CH:13]=1)=[CH:11][C:10]([N+:14]([O-])=O)=[C:9]([F:17])[CH:8]=2)([CH3:4])([CH3:3])[CH3:2]. The catalyst is CO.[Ni]. The product is [C:1]([C:5]1[NH:6][C:7]2[C:12]([CH:13]=1)=[CH:11][C:10]([NH2:14])=[C:9]([F:17])[CH:8]=2)([CH3:4])([CH3:2])[CH3:3]. The yield is 0.380. (4) The reactants are [CH2:1](C(O)=O)[C:2]([CH2:4]C(O)=O)=[O:3].C([O-])(=O)C.[Na+].[CH2:16]([O:18][C:19](=[O:27])[CH:20]([CH2:24][CH:25]=O)[CH2:21][CH:22]=O)[CH3:17].[CH2:28]([NH2:35])[C:29]1[CH:34]=[CH:33][CH:32]=[CH:31][CH:30]=1.C(=O)([O-])[O-].[K+].[K+]. The catalyst is O.Cl. The product is [CH2:16]([O:18][C:19]([CH:20]1[CH2:24][CH:25]2[N:35]([CH2:28][C:29]3[CH:34]=[CH:33][CH:32]=[CH:31][CH:30]=3)[CH:22]([CH2:1][C:2](=[O:3])[CH2:4]2)[CH2:21]1)=[O:27])[CH3:17]. The yield is 0.400. (5) The reactants are [F:1][C:2]1[CH:7]=[C:6]([F:8])[CH:5]=[CH:4][C:3]=1[C:9]1[C:18]([N:19]([CH3:23])[CH:20]([CH3:22])[CH3:21])=[N:17][C:16]2[C:11](=[CH:12][CH:13]=[C:14]([C:24]([O:26]C)=[O:25])[CH:15]=2)[N:10]=1.[OH-].[Na+]. The catalyst is CO.O. The product is [F:1][C:2]1[CH:7]=[C:6]([F:8])[CH:5]=[CH:4][C:3]=1[C:9]1[C:18]([N:19]([CH3:23])[CH:20]([CH3:22])[CH3:21])=[N:17][C:16]2[C:11](=[CH:12][CH:13]=[C:14]([C:24]([OH:26])=[O:25])[CH:15]=2)[N:10]=1. The yield is 0.690. (6) The reactants are [F:1][C:2]1[CH:7]=[CH:6][CH:5]=[CH:4][C:3]=1[C:8](=[O:10])[CH3:9].[CH3:11][NH:12][CH3:13].[CH2:14]=O.Cl. The catalyst is C(O)C. The product is [CH3:11][N:12]([CH3:14])[CH2:13][CH2:9][C:8]([C:3]1[CH:4]=[CH:5][CH:6]=[CH:7][C:2]=1[F:1])=[O:10]. The yield is 0.880. (7) The reactants are [CH2:1]([O:8][C:9]1[CH:16]=[N:15][CH:14]=[C:13]([O:17][CH2:18][C:19]2[CH:24]=[CH:23][CH:22]=[CH:21][CH:20]=2)[C:10]=1[C:11]#[N:12])[C:2]1[CH:7]=[CH:6][CH:5]=[CH:4][CH:3]=1.C([O-])([O-])=[O:26].[K+].[K+].OO.O. The catalyst is CS(C)=O. The product is [CH2:1]([O:8][C:9]1[CH:16]=[N:15][CH:14]=[C:13]([O:17][CH2:18][C:19]2[CH:24]=[CH:23][CH:22]=[CH:21][CH:20]=2)[C:10]=1[C:11]([NH2:12])=[O:26])[C:2]1[CH:3]=[CH:4][CH:5]=[CH:6][CH:7]=1. The yield is 0.830. (8) The reactants are [CH3:1][O:2][C:3](=[O:21])[C:4]1[CH:9]=[C:8]([C:10](=[O:12])[CH3:11])[CH:7]=[CH:6][C:5]=1[O:13][CH2:14][C:15]1[CH:20]=[CH:19][CH:18]=[CH:17][CH:16]=1.[Br:22]Br.C(OCC)C. The catalyst is C(Cl)(Cl)Cl.C1(C)C=CC=CC=1. The product is [CH3:1][O:2][C:3](=[O:21])[C:4]1[CH:9]=[C:8]([C:10](=[O:12])[CH2:11][Br:22])[CH:7]=[CH:6][C:5]=1[O:13][CH2:14][C:15]1[CH:16]=[CH:17][CH:18]=[CH:19][CH:20]=1. The yield is 0.550.